Dataset: Reaction yield outcomes from USPTO patents with 853,638 reactions. Task: Predict the reaction yield, written as a fraction of the theoretical maximum amount of product (1.0 means a 100% yield; for example, 0.34 means a 34% yield). (1) The reactants are [Cl-].O[NH3+:3].[C:4](=[O:7])([O-])[OH:5].[Na+].CS(C)=O.[CH:13]([O:16][C:17]1[N:22]=[CH:21][C:20]([N:23]2[C:28](=[O:29])[C:27]([CH2:30][C:31]3[CH:36]=[CH:35][C:34]([C:37]4[C:38]([C:43]#[N:44])=[CH:39][CH:40]=[CH:41][CH:42]=4)=[CH:33][CH:32]=3)=[C:26]([CH2:45][CH2:46][CH3:47])[N:25]=[C:24]2[CH3:48])=[CH:19][CH:18]=1)([CH3:15])[CH3:14]. The catalyst is O.C(OCC)(=O)C. The product is [CH:13]([O:16][C:17]1[N:22]=[CH:21][C:20]([N:23]2[C:28](=[O:29])[C:27]([CH2:30][C:31]3[CH:36]=[CH:35][C:34]([C:37]4[CH:42]=[CH:41][CH:40]=[CH:39][C:38]=4[C:43]4[NH:3][C:4](=[O:7])[O:5][N:44]=4)=[CH:33][CH:32]=3)=[C:26]([CH2:45][CH2:46][CH3:47])[N:25]=[C:24]2[CH3:48])=[CH:19][CH:18]=1)([CH3:15])[CH3:14]. The yield is 0.730. (2) The reactants are [O:1]1[CH2:6][CH2:5][CH2:4][C:3](=[O:7])[CH2:2]1.[C:8]1([CH:15]=[CH:14][CH:13]=[C:11]([OH:12])[CH:10]=1)[OH:9].[OH-].[Na+].Cl.[Cl-].[Na+]. The catalyst is O. The product is [OH:7][C:3]1([C:13]2[CH:14]=[CH:15][C:8]([OH:9])=[CH:10][C:11]=2[OH:12])[CH2:4][CH2:5][CH2:6][O:1][CH2:2]1. The yield is 0.690.